This data is from Forward reaction prediction with 1.9M reactions from USPTO patents (1976-2016). The task is: Predict the product of the given reaction. (1) Given the reactants [C:1]1([C:12]2[CH:17]=[CH:16][CH:15]=[CH:14][CH:13]=2)[CH:6]=[CH:5][C:4]([CH2:7][CH2:8][C:9](O)=[O:10])=[CH:3][CH:2]=1.O=S(Cl)[Cl:20], predict the reaction product. The product is: [C:1]1([C:12]2[CH:17]=[CH:16][CH:15]=[CH:14][CH:13]=2)[CH:6]=[CH:5][C:4]([CH2:7][CH2:8][C:9]([Cl:20])=[O:10])=[CH:3][CH:2]=1. (2) Given the reactants I[C:2]1[CH:3]=[C:4]([CH:7]=[CH:8][CH:9]=1)[CH:5]=[O:6].[Br:10][C:11]1[CH:16]=[CH:15][C:14]([S:17]([O-:19])=[O:18])=[CH:13][CH:12]=1.[Na+], predict the reaction product. The product is: [Br:10][C:11]1[CH:16]=[CH:15][C:14]([S:17]([C:2]2[CH:3]=[C:4]([CH:7]=[CH:8][CH:9]=2)[CH:5]=[O:6])(=[O:19])=[O:18])=[CH:13][CH:12]=1. (3) Given the reactants [CH3:1][C:2]1[CH:3]=[CH:4][C:5]([C:21]([NH:23][C:24]2[CH:25]=[C:26]([C:36]([F:39])([F:38])[F:37])[CH:27]=[C:28]([N:30]3[CH:34]=[N:33][C:32]([CH3:35])=[CH:31]3)[CH:29]=2)=[O:22])=[CH:6][C:7]=1[NH:8][C:9]1[N:10]=[CH:11][CH:12]=[C:13]([C:15]2[CH:16]=[CH:17][CH:18]=[N:19][CH:20]=2)[N:14]=1.[ClH:40].O, predict the reaction product. The product is: [CH3:1][C:2]1[CH:3]=[CH:4][C:5]([C:21]([NH:23][C:24]2[CH:25]=[C:26]([C:36]([F:38])([F:39])[F:37])[CH:27]=[C:28]([N:30]3[CH:34]=[N:33][C:32]([CH3:35])=[CH:31]3)[CH:29]=2)=[O:22])=[CH:6][C:7]=1[NH:8][C:9]1[N:10]=[CH:11][CH:12]=[C:13]([C:15]2[CH:16]=[CH:17][CH:18]=[N:19][CH:20]=2)[N:14]=1.[ClH:40]. (4) The product is: [N:7]1([CH:3]([C:15]2[CH:16]=[CH:17][S:13][CH:14]=2)[C:2]([OH:6])=[O:5])[CH2:12][CH2:11][CH2:10][CH2:9][CH2:8]1. Given the reactants O.[C:2]([OH:6])(=[O:5])[CH:3]=O.[NH:7]1[CH2:12][CH2:11][CH2:10][CH2:9][CH2:8]1.[S:13]1[CH:17]=[CH:16][C:15](B(O)O)=[CH:14]1, predict the reaction product. (5) Given the reactants [Cl:1][C:2]1[S:3][C:4]([CH:15]2OCC[O:16]2)=[CH:5][C:6]=1[CH:7]([CH:9]1[CH2:14][CH2:13][CH2:12][CH2:11][CH2:10]1)[OH:8], predict the reaction product. The product is: [Cl:1][C:2]1[S:3][C:4]([CH:15]=[O:16])=[CH:5][C:6]=1[CH:7]([CH:9]1[CH2:14][CH2:13][CH2:12][CH2:11][CH2:10]1)[OH:8]. (6) Given the reactants C([O:5][C:6](=[O:56])[CH2:7][C@@:8]1([CH3:55])[C:12]2=[N:13][CH:14]=[C:15]([N:18]([CH2:29][CH:30]=[CH2:31])[C:19]([O:21][CH2:22][C:23]3[CH:28]=[CH:27][CH:26]=[CH:25][CH:24]=3)=[O:20])[C:16](=[O:17])[N:11]2[C@@H:10]([C:32](=[O:54])[NH:33][CH2:34][C:35]2[CH:40]=[CH:39][C:38]([C:41]([NH:43][C:44]([O:46][CH2:47][C:48]3[CH:53]=[CH:52][CH:51]=[CH:50][CH:49]=3)=[O:45])=[NH:42])=[CH:37][CH:36]=2)[CH2:9]1)(C)(C)C, predict the reaction product. The product is: [CH2:29]([N:18]([C:19]([O:21][CH2:22][C:23]1[CH:24]=[CH:25][CH:26]=[CH:27][CH:28]=1)=[O:20])[C:15]1[C:16](=[O:17])[N:11]2[C@@H:10]([C:32](=[O:54])[NH:33][CH2:34][C:35]3[CH:40]=[CH:39][C:38]([C:41]([NH:43][C:44]([O:46][CH2:47][C:48]4[CH:49]=[CH:50][CH:51]=[CH:52][CH:53]=4)=[O:45])=[NH:42])=[CH:37][CH:36]=3)[CH2:9][C@:8]([CH2:7][C:6]([OH:56])=[O:5])([CH3:55])[C:12]2=[N:13][CH:14]=1)[CH:30]=[CH2:31]. (7) Given the reactants [Br-].C1(C[P+](C2C=CC=CC=2)(C2C=CC=CC=2)C2C=CC=CC=2)CC1.C([Li])CCC.[CH3:30][CH2:31][CH2:32][CH2:33][CH2:34][CH3:35].[CH3:36][C:37]1[CH:51]=[C:50]([N+:52]([O-:54])=[O:53])[CH:49]=[CH:48][C:38]=1[O:39][C:40]1[CH:41]=C([CH:45]=[CH:46][CH:47]=1)C=O, predict the reaction product. The product is: [CH:32]1([CH:33]=[CH:34][C:35]2[CH:41]=[C:40]([CH:47]=[CH:46][CH:45]=2)[O:39][C:38]2[CH:48]=[CH:49][C:50]([N+:52]([O-:54])=[O:53])=[CH:51][C:37]=2[CH3:36])[CH2:30][CH2:31]1.